Dataset: Full USPTO retrosynthesis dataset with 1.9M reactions from patents (1976-2016). Task: Predict the reactants needed to synthesize the given product. Given the product [Si:1]([O:8][CH:9]([C:14]1[CH:15]=[CH:16][C:17]([N:20]2[CH2:26][CH2:27][C:28]([OH:29])=[C:22]([C:23]#[N:24])[C:21]2=[O:25])=[CH:18][CH:19]=1)[C:10]([CH3:11])([CH3:13])[CH3:12])([C:4]([CH3:7])([CH3:5])[CH3:6])([CH3:3])[CH3:2], predict the reactants needed to synthesize it. The reactants are: [Si:1]([O:8][CH:9]([C:14]1[CH:19]=[CH:18][C:17]([N:20]([CH2:26][CH2:27][C:28](OCC)=[O:29])[C:21](=[O:25])[CH2:22][C:23]#[N:24])=[CH:16][CH:15]=1)[C:10]([CH3:13])([CH3:12])[CH3:11])([C:4]([CH3:7])([CH3:6])[CH3:5])([CH3:3])[CH3:2].N12CCCN=C1CCCCC2.